Binary classification across 12 toxicity assays. From a dataset of Tox21: 12 toxicity assays (nuclear receptors and stress response pathways). (1) It tested positive (active) for: NR-AhR (Aryl hydrocarbon Receptor agonist activity), NR-ER (Estrogen Receptor agonist activity), NR-ER-LBD (Estrogen Receptor Ligand Binding Domain agonist), and SR-MMP (Mitochondrial Membrane Potential disruption). The drug is Cc1cc(C2(c3cc(C)c(O)cc3C)OS(=O)(=O)c3ccccc32)c(C)cc1O. (2) The molecule is [O-]c1ccccc1-c1ccccc1. It tested positive (active) for: NR-AhR (Aryl hydrocarbon Receptor agonist activity), SR-ARE (Antioxidant Response Element (oxidative stress)), and SR-MMP (Mitochondrial Membrane Potential disruption). (3) The drug is CC(=O)OC/C=C(C)/C=C/C=C(C)/C=C/C1=C(C)CCCC1(C)C. It tested positive (active) for: NR-ER-LBD (Estrogen Receptor Ligand Binding Domain agonist), SR-ARE (Antioxidant Response Element (oxidative stress)), and SR-HSE (Heat Shock Element response). (4) The compound is CC(=O)[C@H]1CC[C@H]2[C@@H]3CC[C@H]4C[C@H](O)CC[C@]4(C)[C@H]3CC[C@]12C. It tested positive (active) for: NR-AR-LBD (Androgen Receptor Ligand Binding Domain agonist), NR-ER (Estrogen Receptor agonist activity), and NR-ER-LBD (Estrogen Receptor Ligand Binding Domain agonist).